This data is from Full USPTO retrosynthesis dataset with 1.9M reactions from patents (1976-2016). The task is: Predict the reactants needed to synthesize the given product. Given the product [CH3:22]/[C:23](=[CH:26]\[C:27]1[CH:32]=[CH:31][CH:30]=[CH:29][CH:28]=1)/[CH2:24][NH:1][CH2:2][CH:3]1[CH2:8][CH2:7][N:6]([S:9]([C:12]2[C:21]3[C:16](=[CH:17][CH:18]=[CH:19][CH:20]=3)[CH:15]=[CH:14][CH:13]=2)(=[O:11])=[O:10])[CH2:5][CH2:4]1, predict the reactants needed to synthesize it. The reactants are: [NH2:1][CH2:2][CH:3]1[CH2:8][CH2:7][N:6]([S:9]([C:12]2[C:21]3[C:16](=[CH:17][CH:18]=[CH:19][CH:20]=3)[CH:15]=[CH:14][CH:13]=2)(=[O:11])=[O:10])[CH2:5][CH2:4]1.[CH3:22]/[C:23](=[CH:26]\[C:27]1[CH:32]=[CH:31][CH:30]=[CH:29][CH:28]=1)/[CH:24]=O.C(O)(=O)C.C(O[BH-](OC(=O)C)OC(=O)C)(=O)C.[Na+].C(=O)(O)[O-].[Na+].